Dataset: Forward reaction prediction with 1.9M reactions from USPTO patents (1976-2016). Task: Predict the product of the given reaction. (1) Given the reactants Cl.[CH2:2]([NH2:4])[CH3:3].C[Al](C)C.[Cl:9][C:10]1[CH:11]=[CH:12][CH:13]=[C:14]2[C:19]=1[N:18]=[CH:17][C:16]([CH3:20])=[C:15]2[C:21]1[CH:22]=[C:23]([CH:35]=[CH:36][CH:37]=1)[O:24][C:25]1[CH:26]=[C:27]([CH:32]=[CH:33][CH:34]=1)[C:28]([O:30]C)=O.O, predict the reaction product. The product is: [Cl:9][C:10]1[CH:11]=[CH:12][CH:13]=[C:14]2[C:19]=1[N:18]=[CH:17][C:16]([CH3:20])=[C:15]2[C:21]1[CH:22]=[C:23]([CH:35]=[CH:36][CH:37]=1)[O:24][C:25]1[CH:26]=[C:27]([CH:32]=[CH:33][CH:34]=1)[C:28]([NH:4][CH2:2][CH3:3])=[O:30]. (2) Given the reactants C([N:8]1[CH2:14][CH:13]2[N:15]([C:16]([O:18][C:19]([CH3:22])([CH3:21])[CH3:20])=[O:17])[CH:10]([CH2:11][CH2:12]2)[CH2:9]1)C1C=CC=CC=1, predict the reaction product. The product is: [CH:10]12[N:15]([C:16]([O:18][C:19]([CH3:22])([CH3:21])[CH3:20])=[O:17])[CH:13]([CH2:12][CH2:11]1)[CH2:14][NH:8][CH2:9]2. (3) Given the reactants [Br:1][C:2]1[CH:7]=[CH:6][C:5]([OH:8])=[C:4]([C:9]2[N:13]=[CH:12][NH:11][N:10]=2)[CH:3]=1.Cl[C:15]1[CH:20]=[CH:19][CH:18]=[CH:17][N:16]=1, predict the reaction product. The product is: [Br:1][C:2]1[CH:7]=[CH:6][C:5]([OH:8])=[C:4]([C:9]2[N:13]=[CH:12][N:11]([C:15]3[CH:20]=[CH:19][CH:18]=[CH:17][N:16]=3)[N:10]=2)[CH:3]=1. (4) Given the reactants [O:1]1[CH2:6][CH2:5][N:4]([CH2:7][CH2:8][OH:9])[CH2:3][CH2:2]1.O[N:11]1C(=O)C2C(=CC=CC=2)C1=O.C1(P(C2C=CC=CC=2)C2C=CC=CC=2)C=CC=CC=1.N(C(OC(C)C)=O)=NC(OC(C)C)=O.O.NN, predict the reaction product. The product is: [O:1]1[CH2:6][CH2:5][N:4]([CH2:7][CH2:8][O:9][NH2:11])[CH2:3][CH2:2]1. (5) Given the reactants [CH2:1]([O:3][C:4](=[O:23])[CH2:5][O:6][C:7]1[CH:12]=[CH:11][C:10]([S:13][C:14]2[CH:19]=[CH:18][C:17]([CH2:20]O)=[CH:16][CH:15]=2)=[CH:9][C:8]=1[CH3:22])[CH3:2].S(Cl)([Cl:26])=O, predict the reaction product. The product is: [CH2:1]([O:3][C:4](=[O:23])[CH2:5][O:6][C:7]1[CH:12]=[CH:11][C:10]([S:13][C:14]2[CH:19]=[CH:18][C:17]([CH2:20][Cl:26])=[CH:16][CH:15]=2)=[CH:9][C:8]=1[CH3:22])[CH3:2]. (6) The product is: [CH3:1][N:2]1[CH2:7][CH2:6][N:5]([CH2:8][C:9]2[CH:28]=[CH:27][C:12]([C:13]([NH:15][C:16]3[CH:21]=[CH:20][C:19]([CH3:22])=[C:18]([NH:23][C:24]4[S:25][CH:36]=[C:37]([C:39]5[CH:44]=[CH:43][N:42]=[CH:41][CH:40]=5)[N:26]=4)[CH:17]=3)=[O:14])=[CH:11][C:10]=2[C:29]([F:32])([F:31])[F:30])[CH2:4][CH2:3]1. Given the reactants [CH3:1][N:2]1[CH2:7][CH2:6][N:5]([CH2:8][C:9]2[CH:28]=[CH:27][C:12]([C:13]([NH:15][C:16]3[CH:21]=[CH:20][C:19]([CH3:22])=[C:18]([NH:23][C:24]([NH2:26])=[S:25])[CH:17]=3)=[O:14])=[CH:11][C:10]=2[C:29]([F:32])([F:31])[F:30])[CH2:4][CH2:3]1.Cl.Br.Br[CH2:36][C:37]([C:39]1[CH:44]=[CH:43][N:42]=[CH:41][CH:40]=1)=O.C(=O)([O-])O.[Na+], predict the reaction product. (7) The product is: [Br:8][C:9]1[CH:16]=[CH:15][C:5]([CH2:4][CH2:3][C:2](=[O:7])[CH3:1])=[CH:11][CH:10]=1. Given the reactants [CH3:1][C:2](=[O:7])[CH2:3][C:4](=O)[CH3:5].[Br:8][C:9]1[CH:16]=[CH:15]C(CBr)=[CH:11][CH:10]=1.C(=O)([O-])[O-].[K+].[K+], predict the reaction product.